Task: Predict the product of the given reaction.. Dataset: Forward reaction prediction with 1.9M reactions from USPTO patents (1976-2016) (1) The product is: [CH2:1]([N:8]([CH2:27][C:28]1[CH:33]=[CH:32][CH:31]=[CH:30][CH:29]=1)[C:9]1[C:18]2[N:19]=[CH:20][N:21]([CH2:22][CH2:23][CH2:24][CH2:25][S:40][C:34]3[CH:39]=[CH:38][CH:37]=[CH:36][CH:35]=3)[C:17]=2[C:16]2[CH:15]=[CH:14][CH:13]=[CH:12][C:11]=2[N:10]=1)[C:2]1[CH:7]=[CH:6][CH:5]=[CH:4][CH:3]=1. Given the reactants [CH2:1]([N:8]([CH2:27][C:28]1[CH:33]=[CH:32][CH:31]=[CH:30][CH:29]=1)[C:9]1[C:18]2[N:19]=[CH:20][N:21]([CH2:22][CH2:23][CH2:24][CH2:25]Cl)[C:17]=2[C:16]2[CH:15]=[CH:14][CH:13]=[CH:12][C:11]=2[N:10]=1)[C:2]1[CH:7]=[CH:6][CH:5]=[CH:4][CH:3]=1.[C:34]1([S-:40])[CH:39]=[CH:38][CH:37]=[CH:36][CH:35]=1.[Na+], predict the reaction product. (2) Given the reactants C(O[C:6]([N:8]1[CH2:13][CH2:12][N:11](C2C(=O)N(CC(C)C)N=C(C3C=CC(C)=C(F)C=3)C=2C)[CH2:10][CH2:9]1)=O)(C)(C)C.[Cl:34][C:35]1[CH:62]=[CH:61][CH:60]=[C:59]([Cl:63])[C:36]=1[CH2:37][N:38]1[C:43](=[O:44])[C:42]([CH2:45]OS(C)(=O)=O)=[CH:41][C:40]([C:51]2[CH:56]=[CH:55][C:54]([F:57])=[C:53]([CH3:58])[CH:52]=2)=[N:39]1, predict the reaction product. The product is: [Cl:63][C:59]1[CH:60]=[CH:61][CH:62]=[C:35]([Cl:34])[C:36]=1[CH2:37][N:38]1[C:43](=[O:44])[C:42]([CH2:45][N:11]2[CH2:12][CH2:13][N:8]([CH3:6])[CH2:9][CH2:10]2)=[CH:41][C:40]([C:51]2[CH:56]=[CH:55][C:54]([F:57])=[C:53]([CH3:58])[CH:52]=2)=[N:39]1.